This data is from Catalyst prediction with 721,799 reactions and 888 catalyst types from USPTO. The task is: Predict which catalyst facilitates the given reaction. (1) Reactant: [Cl:1][C:2]1[CH:7]=[CH:6][C:5]([C:8]([C:11]2[N:15]([C:16]3[CH:21]=[CH:20][C:19]([F:22])=[CH:18][CH:17]=3)[C:14]([S:23][CH2:24][C:25]3[C:33]([F:34])=[CH:32][C:28](C(O)=O)=[CH:27][C:26]=3[F:35])=[N:13][CH:12]=2)([CH3:10])[CH3:9])=[CH:4][C:3]=1[O:36][CH3:37].C1C=CC(P(N=[N+]=[N-])(C2C=CC=CC=2)=[O:45])=CC=1.CC[N:57]([CH:61](C)C)C(C)C.[C:64]([OH:68])([CH3:67])([CH3:66])[CH3:65]. Product: [Cl:1][C:2]1[CH:7]=[CH:6][C:5]([C:8]([C:11]2[N:15]([C:16]3[CH:17]=[CH:18][C:19]([F:22])=[CH:20][CH:21]=3)[C:14]([S:23][CH2:24][C:25]3[C:33]([F:34])=[CH:32][C:28]([NH:57][C:61](=[O:45])[O:68][C:64]([CH3:67])([CH3:66])[CH3:65])=[CH:27][C:26]=3[F:35])=[N:13][CH:12]=2)([CH3:10])[CH3:9])=[CH:4][C:3]=1[O:36][CH3:37]. The catalyst class is: 260. (2) Reactant: Cl[C:2]1[N:7]=[C:6]([NH:8][C@H:9]([C:11]2[CH:16]=[CH:15][C:14]([F:17])=[CH:13][CH:12]=2)[CH3:10])[N:5]=[C:4]([N:18]2[CH2:23][CH2:22][C:21]([CH2:25][OH:26])([OH:24])[CH2:20][CH2:19]2)[CH:3]=1.[NH2:27][C:28]1[CH:33]=[N:32][CH:31]=[CH:30][N:29]=1.C1(P(C2CCCCC2)C2C=CC=CC=2C2C(C(C)C)=CC(C(C)C)=CC=2C(C)C)CCCCC1.C1(C)C=CC=CC=1. Product: [F:17][C:14]1[CH:15]=[CH:16][C:11]([C@@H:9]([NH:8][C:6]2[N:5]=[C:4]([N:18]3[CH2:23][CH2:22][C:21]([CH2:25][OH:26])([OH:24])[CH2:20][CH2:19]3)[CH:3]=[C:2]([NH:27][C:28]3[CH:33]=[N:32][CH:31]=[CH:30][N:29]=3)[N:7]=2)[CH3:10])=[CH:12][CH:13]=1. The catalyst class is: 684. (3) Reactant: [NH2:1][C@H:2]1[CH2:8][O:7][CH2:6][CH2:5][N:4]([CH2:9][C:10]2[CH:15]=[CH:14][C:13]([O:16][CH3:17])=[CH:12][CH:11]=2)[C:3]1=O.CC(C[AlH]CC(C)C)C.O.[OH-].[Na+]. Product: [CH3:17][O:16][C:13]1[CH:12]=[CH:11][C:10]([CH2:9][N:4]2[CH2:3][C@@H:2]([NH2:1])[CH2:8][O:7][CH2:6][CH2:5]2)=[CH:15][CH:14]=1. The catalyst class is: 207. (4) Reactant: [NH2:1][CH2:2][C@@H:3]([C@H:5]([C@@H:7]([C@@H:9]([CH2:11][OH:12])[OH:10])[OH:8])[OH:6])[OH:4].O.[C:22](O[C:22]([O:24][C:25]([CH3:28])([CH3:27])[CH3:26])=[O:23])([O:24][C:25]([CH3:28])([CH3:27])[CH3:26])=[O:23].[C:29](Cl)(=[O:33])[C:30]([CH3:32])=[CH2:31]. Product: [C:25]([O:24][C:22]([NH:1][CH2:2][CH:3]([OH:4])[CH:5]([OH:6])[CH:7]([OH:8])[CH:9]([OH:10])[CH2:11][O:12][C:29](=[O:33])[C:30]([CH3:32])=[CH2:31])=[O:23])([CH3:26])([CH3:27])[CH3:28]. The catalyst class is: 12. (5) Reactant: [CH3:1][CH:2]([CH3:5])[CH2:3][NH2:4].C[Al](C)C.C1(C)C=CC=CC=1.[NH2:17][S:18]([C:21]1[CH:26]=[CH:25][C:24]([N:27]2[C:31]([CH2:32][CH:33]([CH3:35])[CH3:34])=[N:30][C:29]([C:36](OCC)=[O:37])=[N:28]2)=[C:23]([F:41])[CH:22]=1)(=[O:20])=[O:19]. Product: [NH2:17][S:18]([C:21]1[CH:26]=[CH:25][C:24]([N:27]2[C:31]([CH2:32][CH:33]([CH3:35])[CH3:34])=[N:30][C:29]([C:36]([NH:4][CH2:3][CH:2]([CH3:5])[CH3:1])=[O:37])=[N:28]2)=[C:23]([F:41])[CH:22]=1)(=[O:20])=[O:19]. The catalyst class is: 7. (6) Reactant: [C:1]1([SH:7])[CH:6]=[CH:5][CH:4]=[CH:3][CH:2]=1.CC(C)([O-])C.[K+].[CH3:14][O:15][C:16](=[O:25])[C:17]1[CH:22]=[CH:21][C:20]([CH2:23]Br)=[CH:19][CH:18]=1. Product: [CH3:14][O:15][C:16](=[O:25])[C:17]1[CH:22]=[CH:21][C:20]([CH2:23][S:7][C:1]2[CH:6]=[CH:5][CH:4]=[CH:3][CH:2]=2)=[CH:19][CH:18]=1. The catalyst class is: 3. (7) Reactant: Cl.[NH2:2][C:3]1[CH:4]=[C:5]2[C:10](=[CH:11][CH:12]=1)[O:9][CH:8]([CH2:13][C:14]([O:16][CH2:17][CH3:18])=[O:15])[CH2:7][CH2:6]2.C(=O)([O-])O.[Na+]. Product: [NH2:2][C:3]1[CH:4]=[C:5]2[C:10](=[CH:11][CH:12]=1)[O:9][CH:8]([CH2:13][C:14]([O:16][CH2:17][CH3:18])=[O:15])[CH2:7][CH2:6]2. The catalyst class is: 11. (8) Reactant: Cl.[NH2:2][CH2:3][C:4]1[NH:24][C:7]2=[C:8]3[C:13](=[CH:14][CH:15]=[C:6]2[C:5]=1[C:25]([OH:27])=O)[CH:12]=[N:11][C:10](/[CH:16]=[CH:17]/[C:18]1[CH:23]=[CH:22][CH:21]=[CH:20][CH:19]=1)=[CH:9]3.C1C=CC2N(O)N=NC=2C=1.CN(C)CCCN=C=NCC. Product: [CH:16](/[C:10]1[N:11]=[CH:12][C:13]2[CH:14]=[CH:15][C:6]3[C:5]4[C:25](=[O:27])[NH:2][CH2:3][C:4]=4[NH:24][C:7]=3[C:8]=2[CH:9]=1)=[CH:17]\[C:18]1[CH:23]=[CH:22][CH:21]=[CH:20][CH:19]=1. The catalyst class is: 85. (9) Reactant: Br[C:2]1[N:7]=[C:6]([CH3:8])[C:5]([N+:9]([O-:11])=[O:10])=[CH:4][CH:3]=1.[CH2:12]([CH2:14][NH2:15])[OH:13]. Product: [CH3:8][C:6]1[N:7]=[C:2]([NH:15][CH2:14][CH2:12][OH:13])[CH:3]=[CH:4][C:5]=1[N+:9]([O-:11])=[O:10]. The catalyst class is: 8. (10) Reactant: C(N(CC)CC)C.[C:8]1([NH2:14])[CH:13]=[CH:12][CH:11]=[CH:10][CH:9]=1.[F:15][C:16]([F:29])([F:28])[S:17](O[S:17]([C:16]([F:29])([F:28])[F:15])(=[O:19])=[O:18])(=[O:19])=[O:18]. Product: [CH:11]1[CH:12]=[CH:13][C:8]([N:14]([S:17]([C:16]([F:29])([F:28])[F:15])(=[O:19])=[O:18])[S:17]([C:16]([F:29])([F:28])[F:15])(=[O:19])=[O:18])=[CH:9][CH:10]=1. The catalyst class is: 2.